This data is from Forward reaction prediction with 1.9M reactions from USPTO patents (1976-2016). The task is: Predict the product of the given reaction. The product is: [Cl:1][C:2]1[CH:3]=[CH:4][C:5]([S:8]([N:11]([CH2:21][C:20]2[CH:23]=[CH:24][C:17]([O:16][CH3:15])=[CH:18][CH:19]=2)[CH3:12])(=[O:10])=[O:9])=[N:6][CH:7]=1. Given the reactants [Cl:1][C:2]1[CH:3]=[CH:4][C:5]([S:8]([NH:11][CH3:12])(=[O:10])=[O:9])=[N:6][CH:7]=1.[H-].[Na+].[CH3:15][O:16][C:17]1[CH:24]=[CH:23][C:20]([CH2:21]Cl)=[CH:19][CH:18]=1.O, predict the reaction product.